Dataset: Forward reaction prediction with 1.9M reactions from USPTO patents (1976-2016). Task: Predict the product of the given reaction. (1) Given the reactants [NH2:1][C:2]1[N:7]=[CH:6][N:5]=[C:4]2[N:8]([CH:19]3[CH2:24][CH2:23][N:22]([C:25]([O:27][C:28]([CH3:31])([CH3:30])[CH3:29])=[O:26])[CH2:21][CH2:20]3)[N:9]=[C:10]([C:11]3[CH:16]=[CH:15][C:14]([NH2:17])=[C:13]([F:18])[CH:12]=3)[C:3]=12.[C:32]1([CH3:41])[CH:37]=[CH:36][CH:35]=[C:34]([N:38]=[C:39]=[O:40])[CH:33]=1, predict the reaction product. The product is: [NH2:1][C:2]1[N:7]=[CH:6][N:5]=[C:4]2[N:8]([CH:19]3[CH2:24][CH2:23][N:22]([C:25]([O:27][C:28]([CH3:31])([CH3:30])[CH3:29])=[O:26])[CH2:21][CH2:20]3)[N:9]=[C:10]([C:11]3[CH:16]=[CH:15][C:14]([NH:17][C:39]([NH:38][C:34]4[CH:33]=[C:32]([CH3:41])[CH:37]=[CH:36][CH:35]=4)=[O:40])=[C:13]([F:18])[CH:12]=3)[C:3]=12. (2) Given the reactants [N+:1]([C:4]1[CH:9]=[CH:8][C:7]([S:10](Cl)(=[O:12])=[O:11])=[CH:6][CH:5]=1)([O-:3])=[O:2].Cl.[Cl:15][C:16]1[CH:29]=[C:28]([Cl:30])[CH:27]=[CH:26][C:17]=1[O:18][C:19]1[CH:25]=[CH:24][CH:23]=[CH:22][C:20]=1[NH2:21], predict the reaction product. The product is: [Cl:15][C:16]1[CH:29]=[C:28]([Cl:30])[CH:27]=[CH:26][C:17]=1[O:18][C:19]1[CH:25]=[CH:24][CH:23]=[CH:22][C:20]=1[NH:21][S:10]([C:7]1[CH:8]=[CH:9][C:4]([N+:1]([O-:3])=[O:2])=[CH:5][CH:6]=1)(=[O:12])=[O:11]. (3) Given the reactants Br[C:2]1[CH:7]=[CH:6][CH:5]=[CH:4][C:3]=1[C:8]1[N:9]=[CH:10][N:11]([C:13]([C:26]2[CH:31]=[CH:30][CH:29]=[CH:28][CH:27]=2)([C:20]2[CH:25]=[CH:24][CH:23]=[CH:22][CH:21]=2)[C:14]2[CH:19]=[CH:18][CH:17]=[CH:16][CH:15]=2)[CH:12]=1.[Cu][C:33]#[N:34].C(O)(C1C=CC=CC=1)(C1C=CC=CC=1)C1C=CC=CC=1, predict the reaction product. The product is: [C:13]([N:11]1[CH:12]=[C:8]([C:3]2[CH:4]=[CH:5][CH:6]=[CH:7][C:2]=2[C:33]#[N:34])[N:9]=[CH:10]1)([C:14]1[CH:19]=[CH:18][CH:17]=[CH:16][CH:15]=1)([C:26]1[CH:31]=[CH:30][CH:29]=[CH:28][CH:27]=1)[C:20]1[CH:21]=[CH:22][CH:23]=[CH:24][CH:25]=1. (4) The product is: [CH3:23][CH:22]([N:11]([CH2:10][C:2]1[N:3]([CH2:26][CH2:27][C:28]#[N:29])[C:4]2[CH:9]=[CH:8][CH:7]=[CH:6][C:5]=2[N:1]=1)[CH:12]1[C:21]2[N:20]=[CH:19][CH:18]=[CH:17][C:16]=2[CH2:15][CH2:14][CH2:13]1)[CH3:24]. Given the reactants [NH:1]1[C:5]2[CH:6]=[CH:7][CH:8]=[CH:9][C:4]=2[N:3]=[C:2]1[CH2:10][N:11]([CH:22]([CH3:24])[CH3:23])[CH:12]1[C:21]2[N:20]=[CH:19][CH:18]=[CH:17][C:16]=2[CH2:15][CH2:14][CH2:13]1.Br[CH2:26][CH2:27][C:28]#[N:29].CN(CC1N(CC2C=NC=CC=2)C2C=CC=CC=2N=1)C1C2N=CC=CC=2CCC1, predict the reaction product. (5) Given the reactants O.O.S([O-])([O-])(=O)=[O:4].[Ca+2:8].C([O-])(=O)CC(CC([O-])=O)(C([O-])=O)O.[Na+].[Na+].[Na+].[S:25]([O-:29])([O-:28])(=[O:27])=[O:26].[Al+3].[S:31]([O-:35])([O-:34])(=[O:33])=[O:32].S([O-])([O-])(=O)=O.[Al+3].S([O-])([O-])(=O)=O.[Ca+2], predict the reaction product. The product is: [OH2:4].[S:25]([O-:29])([O-:28])(=[O:27])=[O:26].[Ca+2:8].[Ca+2:8].[S:31]([O-:35])([O-:34])(=[O:33])=[O:32].